Dataset: Peptide-MHC class I binding affinity with 185,985 pairs from IEDB/IMGT. Task: Regression. Given a peptide amino acid sequence and an MHC pseudo amino acid sequence, predict their binding affinity value. This is MHC class I binding data. (1) The peptide sequence is WSQNPTMLY. The MHC is HLA-B08:01 with pseudo-sequence HLA-B08:01. The binding affinity (normalized) is 0.0847. (2) The peptide sequence is ASRGLWDSF. The MHC is HLA-B40:01 with pseudo-sequence HLA-B40:01. The binding affinity (normalized) is 0.0847. (3) The peptide sequence is VSSAYSRL. The MHC is H-2-Kb with pseudo-sequence H-2-Kb. The binding affinity (normalized) is 0.793. (4) The peptide sequence is EQFPNATAF. The MHC is HLA-A11:01 with pseudo-sequence HLA-A11:01. The binding affinity (normalized) is 0.0847.